Dataset: Retrosynthesis with 50K atom-mapped reactions and 10 reaction types from USPTO. Task: Predict the reactants needed to synthesize the given product. Given the product CN(C)CCNS(=O)(=O)c1ccc(Br)s1, predict the reactants needed to synthesize it. The reactants are: CN(C)CCN.O=S(=O)(Cl)c1ccc(Br)s1.